This data is from Aqueous solubility values for 9,982 compounds from the AqSolDB database. The task is: Regression/Classification. Given a drug SMILES string, predict its absorption, distribution, metabolism, or excretion properties. Task type varies by dataset: regression for continuous measurements (e.g., permeability, clearance, half-life) or binary classification for categorical outcomes (e.g., BBB penetration, CYP inhibition). For this dataset (solubility_aqsoldb), we predict Y. (1) The molecule is O=C(Nc1cccc2c1C(=O)c1ccccc1C2=O)c1ccc(-c2ccc(N=Nc3ccc(-c4ccc(C(=O)Nc5cccc6c5C(=O)c5ccccc5C6=O)cc4)cc3)cc2)cc1. The Y is -5.72 log mol/L. (2) The drug is CC(C)C(C)C(C)C(O)C#CC(C)C(C)O. The Y is -2.28 log mol/L. (3) The molecule is COc1ccc(C(=O)NCO)cc1. The Y is -1.22 log mol/L. (4) The molecule is CC(C)(NC(=O)c1ccccc1)C(=O)O. The Y is -0.760 log mol/L. (5) The molecule is C1CCN2C[C@@H]3C[C@@H](CN4CCCC[C@H]34)[C@@H]2C1. The Y is -1.89 log mol/L. (6) The compound is Cl/C=C/C[N+]12CN3CN(CN(C3)C1)C2.[Cl-]. The Y is 0.0829 log mol/L.